Dataset: Forward reaction prediction with 1.9M reactions from USPTO patents (1976-2016). Task: Predict the product of the given reaction. Given the reactants [F:1][C:2]1[CH:7]=[CH:6][C:5]([CH2:8][CH2:9][N:10]([CH3:25])[S:11]([C:14]2[C:15]3[CH2:22][CH2:21][CH:20](Br)[C:19](=[O:24])[C:16]=3[S:17][CH:18]=2)(=[O:13])=[O:12])=[CH:4][CH:3]=1.[C:26]([O-:29])(=[O:28])[CH3:27].[K+], predict the reaction product. The product is: [F:1][C:2]1[CH:7]=[CH:6][C:5]([CH2:8][CH2:9][N:10]([CH3:25])[S:11]([C:14]2[C:15]3[CH2:22][CH2:21][CH:20]([O:29][C:26](=[O:28])[CH3:27])[C:19](=[O:24])[C:16]=3[S:17][CH:18]=2)(=[O:13])=[O:12])=[CH:4][CH:3]=1.